Dataset: Catalyst prediction with 721,799 reactions and 888 catalyst types from USPTO. Task: Predict which catalyst facilitates the given reaction. (1) Reactant: Cl[C:2]([O:4][CH:5]([Cl:7])[CH3:6])=[O:3].[NH:8]1[CH2:13][CH2:12][S:11](=[O:15])(=[O:14])[CH2:10][CH2:9]1.N1C=CC=CC=1. Product: [Cl:7][CH:5]([O:4][C:2]([N:8]1[CH2:13][CH2:12][S:11](=[O:15])(=[O:14])[CH2:10][CH2:9]1)=[O:3])[CH3:6]. The catalyst class is: 2. (2) Reactant: N#N.[F:3][C:4]([F:14])([F:13])[C:5]([NH:7][CH2:8][CH2:9][CH2:10][NH:11][CH3:12])=[O:6].CN1CCOCC1.Cl[C:23]([O:25][CH:26]([CH3:28])[CH3:27])=[O:24]. Product: [CH:26]([O:25][C:23](=[O:24])[N:11]([CH3:12])[CH2:10][CH2:9][CH2:8][NH:7][C:5](=[O:6])[C:4]([F:13])([F:14])[F:3])([CH3:28])[CH3:27]. The catalyst class is: 802.